This data is from Forward reaction prediction with 1.9M reactions from USPTO patents (1976-2016). The task is: Predict the product of the given reaction. (1) Given the reactants [CH2:1]([C:3]1[CH:8]=[CH:7][C:6]([C@@H:9]([O:13][C:14]2[CH:15]=[C:16]3[C:20](=[CH:21][CH:22]=2)[N:19]([C:23]2[CH:28]=[CH:27][C:26]([F:29])=[CH:25][CH:24]=2)[N:18]=[CH:17]3)[C@@H:10]([NH2:12])[CH3:11])=[CH:5][CH:4]=1)[CH3:2].C([O:33][CH2:34][C:35](Cl)=[O:36])(=O)C, predict the reaction product. The product is: [CH2:1]([C:3]1[CH:4]=[CH:5][C:6]([C@@H:9]([O:13][C:14]2[CH:15]=[C:16]3[C:20](=[CH:21][CH:22]=2)[N:19]([C:23]2[CH:24]=[CH:25][C:26]([F:29])=[CH:27][CH:28]=2)[N:18]=[CH:17]3)[C@@H:10]([NH:12][C:34](=[O:33])[CH2:35][OH:36])[CH3:11])=[CH:7][CH:8]=1)[CH3:2]. (2) Given the reactants N[CH2:2][CH2:3][N:4]1[CH2:8][CH2:7][CH2:6][C@@H:5]1[CH2:9][N:10]1[N:19]=[C:18]([CH2:20][C:21]2[CH:26]=[CH:25][C:24]([Cl:27])=[CH:23][CH:22]=2)[C:17]2[C:12](=[CH:13][CH:14]=[CH:15][CH:16]=2)[C:11]1=[O:28].C([N:31](CC)CC)C.[F:36][C:37]([F:43])([F:42])[CH2:38][C:39](Cl)=[O:40], predict the reaction product. The product is: [Cl:27][C:24]1[CH:25]=[CH:26][C:21]([CH2:20][C:18]2[C:17]3[C:12](=[CH:13][CH:14]=[CH:15][CH:16]=3)[C:11](=[O:28])[N:10]([CH2:9][C@H:5]3[CH2:6][CH2:7][CH2:8][N:4]3[CH2:3][CH2:2][CH:38]([C:37]([F:43])([F:42])[F:36])[C:39]([NH2:31])=[O:40])[N:19]=2)=[CH:22][CH:23]=1.